From a dataset of Reaction yield outcomes from USPTO patents with 853,638 reactions. Predict the reaction yield, written as a fraction of the theoretical maximum amount of product (1.0 means a 100% yield; for example, 0.34 means a 34% yield). (1) The reactants are [O:1]=[C:2]1[N:6]([C:7]2[CH:8]=[CH:9][C:10]3[O:11][CH2:12][C:13](=[O:17])[NH:14][C:15]=3[N:16]=2)[CH2:5][C@H:4]([CH2:18][N:19]2[CH2:24][CH2:23][NH:22][CH2:21][CH2:20]2)[O:3]1.Cl[C:26]1[N:35]=[C:34]2[C:29]([C:30](=[O:43])[C:31]3[C:41](=[O:42])[NH:40][S:39][C:32]=3[N:33]2[CH:36]2[CH2:38][CH2:37]2)=[CH:28][C:27]=1[F:44]. No catalyst specified. The product is [CH:36]1([N:33]2[C:34]3[C:29](=[CH:28][C:27]([F:44])=[C:26]([N:22]4[CH2:23][CH2:24][N:19]([CH2:18][C@@H:4]5[O:3][C:2](=[O:1])[N:6]([C:7]6[CH:8]=[CH:9][C:10]7[O:11][CH2:12][C:13](=[O:17])[NH:14][C:15]=7[N:16]=6)[CH2:5]5)[CH2:20][CH2:21]4)[N:35]=3)[C:30](=[O:43])[C:31]3[C:41]([OH:42])=[N:40][S:39][C:32]2=3)[CH2:38][CH2:37]1. The yield is 0.490. (2) The reactants are [F:1][C:2]1[C:3]([O:8][CH2:9][C:10]2[CH:17]=[CH:16][C:13]([CH:14]=O)=[CH:12][CH:11]=2)=[N:4][CH:5]=[CH:6][CH:7]=1.[N+:18]([CH3:21])([O-:20])=[O:19].C([O-])(=O)C.[NH4+].[BH4-].[Na+].C(=O)([O-])O.[Na+]. The catalyst is CS(C)=O.O.C(O)(=O)C. The product is [F:1][C:2]1[C:3]([O:8][CH2:9][C:10]2[CH:17]=[CH:16][C:13]([CH2:14][CH2:21][N+:18]([O-:20])=[O:19])=[CH:12][CH:11]=2)=[N:4][CH:5]=[CH:6][CH:7]=1. The yield is 0.640. (3) The reactants are Cl([O-])=O.[Na+].[OH:5][C:6]1[CH:7]=[C:8]([CH:11]=[C:12]([N+:15]([O-:17])=[O:16])[C:13]=1[OH:14])[CH:9]=[O:10].P([O-])(O)(O)=[O:19].[Na+].C([O-])(O)=O.[Na+]. The catalyst is O.CS(C)=O.O. The product is [OH:5][C:6]1[CH:7]=[C:8]([CH:11]=[C:12]([N+:15]([O-:17])=[O:16])[C:13]=1[OH:14])[C:9]([OH:19])=[O:10]. The yield is 0.940. (4) The reactants are [CH3:1][NH:2][CH3:3].[NH:4]1[C:12]2[C:7](=[N:8][CH:9]=[CH:10][CH:11]=2)[C:6]([CH2:13][C:14]([O:16]CC)=O)=[CH:5]1. The catalyst is CO. The product is [CH3:1][N:2]([CH3:3])[C:14](=[O:16])[CH2:13][C:6]1[C:7]2=[N:8][CH:9]=[CH:10][CH:11]=[C:12]2[NH:4][CH:5]=1. The yield is 0.780. (5) The reactants are [CH2:1]([O:3][C@H:4]1[CH2:9][CH2:8][C@H:7]([N:10]2[CH2:15][CH2:14][CH:13]([NH:16][C:17]3[CH:18]=[C:19]([CH:22]=[CH:23][C:24]=3[N+:25]([O-])=O)[C:20]#[N:21])[CH2:12][CH2:11]2)[CH2:6][CH2:5]1)[CH3:2].Cl. The catalyst is C(O)C.O.[Fe]. The product is [NH2:25][C:24]1[CH:23]=[CH:22][C:19]([C:20]#[N:21])=[CH:18][C:17]=1[NH:16][CH:13]1[CH2:12][CH2:11][N:10]([C@H:7]2[CH2:8][CH2:9][C@H:4]([O:3][CH2:1][CH3:2])[CH2:5][CH2:6]2)[CH2:15][CH2:14]1. The yield is 0.900. (6) The reactants are [NH2:1][C@@H:2]([CH2:33][C:34]1[CH:39]=[CH:38][CH:37]=[CH:36][CH:35]=1)[C@@H:3]([OH:32])[CH2:4][C@@H:5]([NH:19][C:20]([C@@H:22]([NH:27][C:28](=[O:31])[O:29][CH3:30])[C:23]([CH3:26])([CH3:25])[CH3:24])=[O:21])[CH2:6][C:7]1[CH:12]=[CH:11][C:10]([C:13]2[CH:18]=[CH:17][CH:16]=[CH:15][N:14]=2)=[CH:9][CH:8]=1.[O:40]=[C:41]1[N:45]([CH2:46][C:47]2[N:48]=[C:49]([C:52]3[CH:53]=[N:54][CH:55]=[CH:56][CH:57]=3)[S:50][CH:51]=2)[C:44](=[O:58])[CH2:43][N:42]1[C@@H:59]([C@@H:63]([CH3:66])[CH2:64][CH3:65])[C:60](O)=[O:61].CCOP(ON1N=NC2C=CC=CC=2C1=O)(OCC)=O.C(N(CC)C(C)C)(C)C. The catalyst is C1COCC1. The product is [O:40]=[C:41]1[N:45]([CH2:46][C:47]2[N:48]=[C:49]([C:52]3[CH:53]=[N:54][CH:55]=[CH:56][CH:57]=3)[S:50][CH:51]=2)[C:44](=[O:58])[CH2:43][N:42]1[C@@H:59]([CH:63]([CH3:66])[CH2:64][CH3:65])[C:60]([NH:1][C@@H:2]([CH2:33][C:34]1[CH:35]=[CH:36][CH:37]=[CH:38][CH:39]=1)[C@@H:3]([OH:32])[CH2:4][C@@H:5]([NH:19][C:20]([C@@H:22]([NH:27][C:28](=[O:31])[O:29][CH3:30])[C:23]([CH3:26])([CH3:25])[CH3:24])=[O:21])[CH2:6][C:7]1[CH:12]=[CH:11][C:10]([C:13]2[CH:18]=[CH:17][CH:16]=[CH:15][N:14]=2)=[CH:9][CH:8]=1)=[O:61]. The yield is 0.860.